Predict which catalyst facilitates the given reaction. From a dataset of Catalyst prediction with 721,799 reactions and 888 catalyst types from USPTO. Reactant: C[O:2][C:3](=O)[C:4]1[C:9]([CH3:10])=[CH:8][CH:7]=[C:6]([CH3:11])[C:5]=1[N:12]1[C:16](=[O:17])[N:15]([CH3:18])[N:14]=[N:13]1.C([BH-](CC)CC)C.[Li+].O.Cl. Product: [OH:2][CH2:3][C:4]1[C:9]([CH3:10])=[CH:8][CH:7]=[C:6]([CH3:11])[C:5]=1[N:12]1[C:16](=[O:17])[N:15]([CH3:18])[N:14]=[N:13]1. The catalyst class is: 7.